The task is: Predict the reactants needed to synthesize the given product.. This data is from Full USPTO retrosynthesis dataset with 1.9M reactions from patents (1976-2016). (1) Given the product [C:4]([C:3]1[CH:6]=[C:7]([CH:8]=[CH:9][C:2]=1[Cl:1])[NH2:10])#[N:5], predict the reactants needed to synthesize it. The reactants are: [Cl:1][C:2]1[CH:9]=[CH:8][C:7]([N+:10]([O-])=O)=[CH:6][C:3]=1[C:4]#[N:5].[OH-].[Na+]. (2) Given the product [N+:19]([O:1][CH:2]([CH2:8][C:9](=[O:10])[O-:11])[CH2:3][N+:4]([CH3:7])([CH3:5])[CH3:6])([O-:21])=[O:20], predict the reactants needed to synthesize it. The reactants are: [OH:1][C@@H:2]([CH2:8][C:9](=[O:11])[O-:10])[CH2:3][N+:4]([CH3:7])([CH3:6])[CH3:5].C(OC(=O)C)(=O)C.[N+:19]([O-])([OH:21])=[O:20]. (3) Given the product [ClH:43].[ClH:41].[NH:1]1[C:9]2[C:4](=[CH:5][CH:6]=[CH:7][CH:8]=2)[C:3]([CH2:10][CH2:11][N:12]([CH3:28])[CH:13]2[CH2:18][CH2:17][C:16]([C:22]3[CH:27]=[CH:26][CH:25]=[CH:24][CH:23]=3)([N:19]([CH3:20])[CH3:21])[CH2:15][CH2:14]2)=[CH:2]1, predict the reactants needed to synthesize it. The reactants are: [NH:1]1[C:9]2[C:4](=[CH:5][CH:6]=[CH:7][CH:8]=2)[C:3]([CH2:10][CH2:11][N:12]([CH3:28])[CH:13]2[CH2:18][CH2:17][C:16]([C:22]3[CH:27]=[CH:26][CH:25]=[CH:24][CH:23]=3)([N:19]([CH3:21])[CH3:20])[CH2:15][CH2:14]2)=[CH:2]1.C1(N)C(F)=C(F)C(F)=C(N)C=1F.[ClH:41].Cl.[Cl:43][Si](C)(C)C. (4) Given the product [I:18][C:17]1[C:10]2[C:9]([CH2:1][CH2:2][C:3]3[CH:4]=[CH:5][CH:6]=[CH:7][CH:8]=3)=[N:14][CH:13]=[N:12][C:11]=2[NH:15][CH:16]=1, predict the reactants needed to synthesize it. The reactants are: [CH2:1]([C:9]1[C:10]2[CH:17]=[CH:16][NH:15][C:11]=2[N:12]=[CH:13][N:14]=1)[CH2:2][C:3]1[CH:8]=[CH:7][CH:6]=[CH:5][CH:4]=1.[I:18]N1C(=O)CCC1=O. (5) Given the product [Cl:27][C:22]1[CH:23]=[CH:24][CH:25]=[CH:26][C:21]=1[O:20][C:18]1[CH2:19][N:15]([CH:4]([CH2:5][CH:6]([C:11]([F:13])([F:14])[F:12])[C:7]([F:9])([F:8])[F:10])[C:3]([OH:29])=[O:2])[C:16](=[O:28])[CH:17]=1, predict the reactants needed to synthesize it. The reactants are: C[O:2][C:3](=[O:29])[CH:4]([N:15]1[CH2:19][C:18]([O:20][C:21]2[CH:26]=[CH:25][CH:24]=[CH:23][C:22]=2[Cl:27])=[CH:17][C:16]1=[O:28])[CH2:5][CH:6]([C:11]([F:14])([F:13])[F:12])[C:7]([F:10])([F:9])[F:8].O1CCCC1.O.[OH-].[Li+]. (6) Given the product [F:35][C:27]1[CH:28]=[C:29]([C:2]2[CH:7]=[CH:6][C:5]([O:8][CH2:9][CH:10]3[CH2:15][CH2:14][N:13]([CH2:16][C:17]([F:20])([CH3:19])[CH3:18])[CH2:12][CH2:11]3)=[CH:4][N:3]=2)[CH:30]=[CH:31][C:26]=1[C:24]([O:23][CH2:21][CH3:22])=[O:25], predict the reactants needed to synthesize it. The reactants are: Cl[C:2]1[CH:7]=[CH:6][C:5]([O:8][CH2:9][CH:10]2[CH2:15][CH2:14][N:13]([CH2:16][C:17]([F:20])([CH3:19])[CH3:18])[CH2:12][CH2:11]2)=[CH:4][N:3]=1.[CH2:21]([O:23][C:24]([C:26]1[CH:31]=[CH:30][C:29](B(O)O)=[CH:28][C:27]=1[F:35])=[O:25])[CH3:22].C([O-])([O-])=O.[Na+].[Na+]. (7) The reactants are: [Cl:1][S:2]([OH:5])(=O)=[O:3].[Cl:6][C:7]1[S:8][C:9]([Cl:13])=[CH:10][C:11]=1[CH3:12]. Given the product [Cl:13][C:9]1[S:8][C:7]([Cl:6])=[C:11]([CH3:12])[C:10]=1[S:2]([Cl:1])(=[O:5])=[O:3], predict the reactants needed to synthesize it. (8) Given the product [Cl:14][C:11]1[CH:12]=[CH:13][C:8]([C:6](=[O:7])[CH2:5][CH2:4][CH2:3][CH2:2][N:15]2[CH2:20][CH2:19][CH:18]([C:21]3[CH:22]=[C:23]([NH:27][C:28](=[O:31])[CH2:29][CH3:30])[CH:24]=[CH:25][CH:26]=3)[CH2:17][CH2:16]2)=[CH:9][CH:10]=1, predict the reactants needed to synthesize it. The reactants are: Cl[CH2:2][CH2:3][CH2:4][CH2:5][C:6]([C:8]1[CH:13]=[CH:12][C:11]([Cl:14])=[CH:10][CH:9]=1)=[O:7].[NH:15]1[CH2:20][CH2:19][CH:18]([C:21]2[CH:22]=[C:23]([NH:27][C:28](=[O:31])[CH2:29][CH3:30])[CH:24]=[CH:25][CH:26]=2)[CH2:17][CH2:16]1.